From a dataset of Reaction yield outcomes from USPTO patents with 853,638 reactions. Predict the reaction yield, written as a fraction of the theoretical maximum amount of product (1.0 means a 100% yield; for example, 0.34 means a 34% yield). (1) The reactants are [Cl:1][C:2]1[CH:7]=[C:6]([O:8][CH3:9])[CH:5]=[CH:4][C:3]=1[CH2:10][C:11]([C:13]1[CH:18]=[N:17][C:16]([CH3:19])=[CH:15][N:14]=1)=[O:12].[H-].[Na+].[CH3:22]I. The catalyst is CN(C=O)C.C(OCC)(=O)C. The product is [Cl:1][C:2]1[CH:7]=[C:6]([O:8][CH3:9])[CH:5]=[CH:4][C:3]=1[CH:10]([CH3:22])[C:11]([C:13]1[CH:18]=[N:17][C:16]([CH3:19])=[CH:15][N:14]=1)=[O:12]. The yield is 0.750. (2) The reactants are [CH3:1][N:2]([CH3:9])[CH:3]1[CH2:8][CH2:7][NH:6][CH2:5][CH2:4]1.[CH2:10]([O:12][C:13]1[CH:18]=[C:17](F)[CH:16]=[CH:15][C:14]=1[N+:20]([O-:22])=[O:21])[CH3:11].CCN(C(C)C)C(C)C. The catalyst is CC(N(C)C)=O. The product is [CH2:10]([O:12][C:13]1[CH:18]=[C:17]([N:6]2[CH2:7][CH2:8][CH:3]([N:2]([CH3:9])[CH3:1])[CH2:4][CH2:5]2)[CH:16]=[CH:15][C:14]=1[N+:20]([O-:22])=[O:21])[CH3:11]. The yield is 1.02. (3) The reactants are Cl.[C:2]([C:6]1[CH:11]=[C:10]([S:12][CH:13]2[CH2:18][CH2:17][NH:16][CH2:15][CH2:14]2)[CH:9]=[C:8]([C:19]([CH3:22])([CH3:21])[CH3:20])[C:7]=1[OH:23])([CH3:5])([CH3:4])[CH3:3].C(N(CC)CC)C.[CH2:31]([O:33][C:34]([C:36]1[NH:37][C:38]([CH3:46])=[C:39]([S:42](Cl)(=[O:44])=[O:43])[C:40]=1[CH3:41])=[O:35])[CH3:32]. The catalyst is ClCCl. The product is [CH2:31]([O:33][C:34]([C:36]1[NH:37][C:38]([CH3:46])=[C:39]([S:42]([N:16]2[CH2:17][CH2:18][CH:13]([S:12][C:10]3[CH:9]=[C:8]([C:19]([CH3:22])([CH3:21])[CH3:20])[C:7]([OH:23])=[C:6]([C:2]([CH3:5])([CH3:4])[CH3:3])[CH:11]=3)[CH2:14][CH2:15]2)(=[O:43])=[O:44])[C:40]=1[CH3:41])=[O:35])[CH3:32]. The yield is 0.800. (4) The reactants are [CH3:1][CH:2]([O:4][C:5]([C:7]1[C:8]([N:13]2[CH2:18][CH2:17][NH:16][CH2:15][CH2:14]2)=[N:9][CH:10]=[CH:11][CH:12]=1)=[O:6])[CH3:3].[N+](C1C=CC(C[N:16]2[CH2:15][CH2:14][N:13]([C:8]3[C:7]([C:5]([O:4][CH:2]([CH3:1])[CH3:3])=[O:6])=[CH:12][CH:11]=[CH:10][N:9]=3)[CH2:18][CH2:17]2)=CC=1)([O-])=O.[CH:47]([C:49]1[CH:50]=[C:51]([CH:55]=[CH:56][CH:57]=1)[C:52]([OH:54])=[O:53])=O. No catalyst specified. The product is [CH3:3][CH:2]([O:4][C:5]([C:7]1[C:8]([N:13]2[CH2:14][CH2:15][N:16]([CH2:47][C:49]3[CH:50]=[C:51]([CH:55]=[CH:56][CH:57]=3)[C:52]([OH:54])=[O:53])[CH2:17][CH2:18]2)=[N:9][CH:10]=[CH:11][CH:12]=1)=[O:6])[CH3:1]. The yield is 0.910.